Dataset: Forward reaction prediction with 1.9M reactions from USPTO patents (1976-2016). Task: Predict the product of the given reaction. Given the reactants [Br:1][C:2]1[CH:3]=[CH:4][C:5]([CH3:9])=[C:6]([OH:8])[CH:7]=1.Br[CH2:11][CH2:12][CH2:13][O:14][CH3:15].C([O-])([O-])=O.[K+].[K+], predict the reaction product. The product is: [Br:1][C:2]1[CH:3]=[CH:4][C:5]([CH3:9])=[C:6]([O:8][CH2:11][CH2:12][CH2:13][O:14][CH3:15])[CH:7]=1.